From a dataset of Forward reaction prediction with 1.9M reactions from USPTO patents (1976-2016). Predict the product of the given reaction. Given the reactants [OH:1][C:2]1[CH:7]=[CH:6][C:5]([CH2:8][CH2:9][C:10]([O:12][CH3:13])=[O:11])=[CH:4][CH:3]=1.Br[CH2:15][C:16]1[CH:21]=[CH:20][CH:19]=[CH:18][CH:17]=1.C(=O)([O-])[O-].[Cs+].[Cs+].O, predict the reaction product. The product is: [C:16]1([CH2:15][O:1][C:2]2[CH:3]=[CH:4][C:5]([CH2:8][CH2:9][C:10]([O:12][CH3:13])=[O:11])=[CH:6][CH:7]=2)[CH:21]=[CH:20][CH:19]=[CH:18][CH:17]=1.